Dataset: Forward reaction prediction with 1.9M reactions from USPTO patents (1976-2016). Task: Predict the product of the given reaction. (1) Given the reactants [C:1]([C:4]1[CH:5]=[CH:6][C:7]([CH3:26])=[C:8]([CH:25]=1)[O:9][CH2:10][C:11]1[C:16]([CH3:17])=[CH:15][CH:14]=[CH:13][C:12]=1[N:18]1[C:22](=[O:23])[N:21]([CH3:24])[N:20]=[N:19]1)(=O)[CH3:2].Cl.[NH2:28][OH:29].N1C=CC=CC=1, predict the reaction product. The product is: [OH:29][N:28]=[C:1]([C:4]1[CH:5]=[CH:6][C:7]([CH3:26])=[C:8]([CH:25]=1)[O:9][CH2:10][C:11]1[C:16]([CH3:17])=[CH:15][CH:14]=[CH:13][C:12]=1[N:18]1[C:22](=[O:23])[N:21]([CH3:24])[N:20]=[N:19]1)[CH3:2]. (2) Given the reactants [C:1]1([N:7]2[C:12](=O)C3SC=C(C4C=CC=CC=4)C=3N=C2)[CH:6]=[CH:5][CH:4]=[CH:3][CH:2]=1.[NH2:23][C:24]1[C:28]([C:29]2[CH:34]=[CH:33][C:32]([O:35][CH3:36])=[C:31]([O:37][CH3:38])[CH:30]=2)=[CH:27][S:26][C:25]=1[C:39]([O:41]C)=O.C(OCC)(OCC)OCC.[Cl:53]C1C=CC(N)=CC=1, predict the reaction product. The product is: [Cl:53][C:4]1[CH:5]=[CH:6][C:1]([N:7]2[C:39](=[O:41])[C:25]3[S:26][CH:27]=[C:28]([C:29]4[CH:34]=[CH:33][C:32]([O:35][CH3:36])=[C:31]([O:37][CH3:38])[CH:30]=4)[C:24]=3[N:23]=[CH:12]2)=[CH:2][CH:3]=1. (3) The product is: [NH2:39][C:32]1[C:31]2[C:36](=[CH:37][CH:38]=[C:29]([C:27]3[S:28][C:24]([CH2:23][NH:22][C:5]4[C:4]([S:9]([NH:12][CH2:13][C:14]5[CH:19]=[CH:18][C:17]([F:20])=[C:16]([F:21])[CH:15]=5)(=[O:11])=[O:10])=[CH:3][C:2]([Br:1])=[CH:7][N:6]=4)=[CH:25][CH:26]=3)[CH:30]=2)[N:35]=[CH:34][N:33]=1. Given the reactants [Br:1][C:2]1[CH:3]=[C:4]([S:9]([NH:12][CH2:13][C:14]2[CH:19]=[CH:18][C:17]([F:20])=[C:16]([F:21])[CH:15]=2)(=[O:11])=[O:10])[C:5](F)=[N:6][CH:7]=1.[NH2:22][CH2:23][C:24]1[S:28][C:27]([C:29]2[CH:30]=[C:31]3[C:36](=[CH:37][CH:38]=2)[N:35]=[CH:34][N:33]=[C:32]3[NH2:39])=[CH:26][CH:25]=1.C([O-])(O)=O.[Na+], predict the reaction product. (4) Given the reactants [CH3:1][O:2][C:3]1[CH:12]=[C:11]2[C:6]([CH2:7][CH2:8][CH:9]([C:13]([OH:15])=O)[CH2:10]2)=[CH:5][CH:4]=1.[Cl:16][C:17]1[CH:23]=[CH:22][C:20]([NH2:21])=[CH:19][C:18]=1[C:24]([F:27])([F:26])[F:25].CCN(C(C)C)C(C)C.CN(C(ON1N=NC2C=CC=NC1=2)=[N+](C)C)C.F[P-](F)(F)(F)(F)F.Cl, predict the reaction product. The product is: [Cl:16][C:17]1[CH:23]=[CH:22][C:20]([NH:21][C:13]([CH:9]2[CH2:8][CH2:7][C:6]3[C:11](=[CH:12][C:3]([O:2][CH3:1])=[CH:4][CH:5]=3)[CH2:10]2)=[O:15])=[CH:19][C:18]=1[C:24]([F:25])([F:26])[F:27]. (5) Given the reactants C(O[C:6](=[O:28])[NH:7][C@@H:8]([CH2:21][C:22]1[CH:27]=[CH:26][CH:25]=[CH:24][CH:23]=1)[CH:9]([C:11](=[O:20])[NH:12][CH2:13][C:14]1[CH:19]=[CH:18][CH:17]=[CH:16][CH:15]=1)[OH:10])(C)(C)C.C(O)(C(F)(F)F)=O.[C:36]([O:40][C:41]([NH:43][C@@H:44]([CH3:59])[C:45]([NH:47][C@@H:48]([CH2:52][C:53]1[CH:58]=[CH:57][CH:56]=[CH:55][CH:54]=1)C(O)=O)=[O:46])=[O:42])([CH3:39])([CH3:38])[CH3:37].CN(C(ON1N=NC2C=CC=NC1=2)=[N+](C)C)C.F[P-](F)(F)(F)(F)F.C(N(CC)C(C)C)(C)C, predict the reaction product. The product is: [C:36]([O:40][C:41](=[O:42])[NH:43][C@H:44]([C:45](=[O:46])[NH:47][C@H:48]([C:6](=[O:28])[NH:7][C@@H:8]([CH2:21][C:22]1[CH:23]=[CH:24][CH:25]=[CH:26][CH:27]=1)[CH:9]([C:11](=[O:20])[NH:12][CH2:13][C:14]1[CH:15]=[CH:16][CH:17]=[CH:18][CH:19]=1)[OH:10])[CH2:52][C:53]1[CH:54]=[CH:55][CH:56]=[CH:57][CH:58]=1)[CH3:59])([CH3:37])([CH3:38])[CH3:39]. (6) Given the reactants C1(C)C=CC=CC=1.S(Cl)([Cl:10])=O.[CH:12]1([CH2:15][O:16][C:17]2[CH:18]=[C:19]([CH:23]=[CH:24][C:25]=2[O:26][CH:27]([F:29])[F:28])[C:20](O)=[O:21])[CH2:14][CH2:13]1, predict the reaction product. The product is: [CH:12]1([CH2:15][O:16][C:17]2[CH:18]=[C:19]([CH:23]=[CH:24][C:25]=2[O:26][CH:27]([F:29])[F:28])[C:20]([Cl:10])=[O:21])[CH2:14][CH2:13]1. (7) Given the reactants C(O[C:6](=O)[N:7]([CH2:9][CH2:10][NH:11][C:12]([NH:14][C:15]1[CH:20]=[CH:19][C:18]([C:21]2[CH:22]=[C:23]3[C:29]([C:30]4[CH:35]=[CH:34][CH:33]=[CH:32][C:31]=4[O:36][CH3:37])=[CH:28][NH:27][C:24]3=[N:25][CH:26]=2)=[CH:17][C:16]=1[C:38](=[O:42])[N:39]([CH3:41])[CH3:40])=[O:13])C)(C)(C)C, predict the reaction product. The product is: [CH3:37][O:36][C:31]1[CH:32]=[CH:33][CH:34]=[CH:35][C:30]=1[C:29]1[C:23]2[C:24](=[N:25][CH:26]=[C:21]([C:18]3[CH:19]=[CH:20][C:15]([NH:14][C:12]([NH:11][CH2:10][CH2:9][NH:7][CH3:6])=[O:13])=[C:16]([CH:17]=3)[C:38]([N:39]([CH3:41])[CH3:40])=[O:42])[CH:22]=2)[NH:27][CH:28]=1.